Dataset: Forward reaction prediction with 1.9M reactions from USPTO patents (1976-2016). Task: Predict the product of the given reaction. (1) Given the reactants Cl.C(OC(=O)[NH:8][CH2:9][C:10]1[CH:15]=[CH:14][C:13]([Cl:16])=[C:12]([NH:17][C:18]2[N:22]([CH3:23])[C:21]3[CH:24]=[C:25]([N:29]4[CH2:34][CH2:33][CH2:32][CH:31]([C:35]([F:38])([F:37])[F:36])[CH2:30]4)[C:26]([Cl:28])=[CH:27][C:20]=3[N:19]=2)[C:11]=1[Cl:39])(C)(C)C, predict the reaction product. The product is: [Cl:39][C:11]1[C:12]([NH:17][C:18]2[N:22]([CH3:23])[C:21]3[CH:24]=[C:25]([N:29]4[CH2:34][CH2:33][CH2:32][CH:31]([C:35]([F:38])([F:37])[F:36])[CH2:30]4)[C:26]([Cl:28])=[CH:27][C:20]=3[N:19]=2)=[C:13]([Cl:16])[CH:14]=[CH:15][C:10]=1[CH2:9][NH2:8]. (2) The product is: [Cl:1][C:2]1[CH:3]=[C:4]([C:16]([NH:18][CH2:19][C:20]2[CH:21]=[CH:22][C:23]([C:24]([OH:26])=[O:25])=[CH:28][CH:29]=2)=[O:17])[C:5]([O:8][C:9]2[CH:14]=[CH:13][C:12]([F:15])=[CH:11][CH:10]=2)=[N:6][CH:7]=1. Given the reactants [Cl:1][C:2]1[CH:3]=[C:4]([C:16]([NH:18][CH2:19][C:20]2[CH:29]=[CH:28][C:23]([C:24]([O:26]C)=[O:25])=[CH:22][CH:21]=2)=[O:17])[C:5]([O:8][C:9]2[CH:14]=[CH:13][C:12]([F:15])=[CH:11][CH:10]=2)=[N:6][CH:7]=1.O1CCCC1.[OH-].[Na+].Cl, predict the reaction product. (3) Given the reactants [CH3:1][C:2]1[CH:3]=[C:4]2[C:8](=[CH:9][CH:10]=1)[NH:7][C:6]([C:11]#[N:12])=[CH:5]2.[C:13](O[C:13]([O:15][C:16]([CH3:19])([CH3:18])[CH3:17])=[O:14])([O:15][C:16]([CH3:19])([CH3:18])[CH3:17])=[O:14], predict the reaction product. The product is: [C:11]([C:6]1[N:7]([C:13]([O:15][C:16]([CH3:19])([CH3:18])[CH3:17])=[O:14])[C:8]2[C:4]([CH:5]=1)=[CH:3][C:2]([CH3:1])=[CH:10][CH:9]=2)#[N:12]. (4) Given the reactants [F:1][C:2]1[C:7]([OH:8])=[CH:6][CH:5]=[C:4]([F:9])[C:3]=1[C:10]1[N:15]=[C:14]([C:16]([O:18][CH3:19])=[O:17])[CH:13]=[CH:12][C:11]=1[F:20].C(=O)([O-])[O-].[K+].[K+].[CH2:27](Br)[CH:28]=[CH2:29], predict the reaction product. The product is: [CH2:29]([O:8][C:7]1[C:2]([F:1])=[C:3]([C:10]2[N:15]=[C:14]([C:16]([O:18][CH3:19])=[O:17])[CH:13]=[CH:12][C:11]=2[F:20])[C:4]([F:9])=[CH:5][CH:6]=1)[CH:28]=[CH2:27].